This data is from M1 muscarinic receptor antagonist screen with 61,756 compounds. The task is: Binary Classification. Given a drug SMILES string, predict its activity (active/inactive) in a high-throughput screening assay against a specified biological target. (1) The molecule is O=C(Nc1cc2nc(n(c2cc1)C)CCN1CCCCCC1)Nc1ccccc1. The result is 1 (active). (2) The molecule is S(=O)(=O)(Nc1ncccn1)c1ccc(NC(=O)C)cc1. The result is 0 (inactive). (3) The compound is O=c1[nH]c2c(cc1CN(CCCC)C(=O)c1ncccc1)cc(OC)cc2. The result is 0 (inactive). (4) The molecule is S(c1n(CC)c(nn1)COc1ccc(cc1)C)CC(=O)Nc1ccc(S(=O)(=O)N)cc1. The result is 0 (inactive). (5) The molecule is S(=O)(=O)(Nc1nc(nc(c1)C)C)c1ccc(NC(=O)CCC)cc1. The result is 0 (inactive). (6) The drug is Fc1c(NC(=O)N(CCN2CCOCC2)Cc2cc3c([nH]c2=O)ccc(c3)C)cccc1. The result is 0 (inactive). (7) The result is 0 (inactive). The drug is S1\C(=c2\n(cccc2)C)C(=O)N(CC)C1=S.